Dataset: Forward reaction prediction with 1.9M reactions from USPTO patents (1976-2016). Task: Predict the product of the given reaction. (1) The product is: [CH3:37][N:38]1[CH2:9][CH:4]2[CH2:10][CH:7]([N:6]([C:11]([O:13][C:14]([CH3:17])([CH3:16])[CH3:15])=[O:12])[N:5]2[C:18]([O:20][CH2:21][C:22]2[CH:27]=[CH:26][CH:25]=[CH:24][CH:23]=2)=[O:19])[CH2:8]1. Given the reactants O=[O+][O-].[CH:4]12[CH2:10][CH:7]([CH:8]=[CH:9]1)[N:6]([C:11]([O:13][C:14]([CH3:17])([CH3:16])[CH3:15])=[O:12])[N:5]2[C:18]([O:20][CH2:21][C:22]1[CH:27]=[CH:26][CH:25]=[CH:24][CH:23]=1)=[O:19].N#N.S(C)C.CC(O)=O.[CH3:37][NH2:38].[BH-](OC(C)=O)(OC(C)=O)OC(C)=O.[Na+], predict the reaction product. (2) Given the reactants [S:1]1[CH2:6][CH2:5][C:4](=O)[CH2:3][CH2:2]1.[Br:8][C:9]1[CH:10]=[C:11]([CH:14]=[CH:15][C:16]=1[F:17])[CH2:12][NH2:13].[OH-].[Na+], predict the reaction product. The product is: [Br:8][C:9]1[CH:10]=[C:11]([CH:14]=[CH:15][C:16]=1[F:17])[CH2:12][NH:13][CH:4]1[CH2:5][CH2:6][S:1][CH2:2][CH2:3]1.